Dataset: Forward reaction prediction with 1.9M reactions from USPTO patents (1976-2016). Task: Predict the product of the given reaction. (1) Given the reactants [C:1]([O:8]N=C(C1C=CC=CC=1)C#N)([O:3][C:4]([CH3:7])([CH3:6])[CH3:5])=O.Cl.Cl.[NH2:21][CH2:22][CH2:23][CH2:24][CH2:25][CH2:26][NH2:27].O.C(Cl)Cl, predict the reaction product. The product is: [C:1]([NH:21][CH2:22][CH2:23][CH2:24][CH2:25][CH2:26][NH2:27])([O:3][C:4]([CH3:5])([CH3:6])[CH3:7])=[O:8]. (2) Given the reactants [Cl:1][C:2]1[CH:3]=[C:4]([N:10]2[C:14]([CH3:15])=[C:13]([O:16][C:17]3[CH:25]=[CH:24][C:20]([C:21](O)=[O:22])=[CH:19][CH:18]=3)[C:12]([CH3:26])=[N:11]2)[CH:5]=[CH:6][C:7]=1[C:8]#[N:9].F[P-](F)(F)(F)(F)F.N1(OC(N(C)C)=[N+](C)C)C2N=CC=CC=2N=N1.[NH2:51][C:52]1[CH:57]=[CH:56][C:55]([CH3:58])=[CH:54][CH:53]=1.Cl.CN(C)CCCN=C=NCC.Cl, predict the reaction product. The product is: [Cl:1][C:2]1[CH:3]=[C:4]([N:10]2[C:14]([CH3:15])=[C:13]([O:16][C:17]3[CH:18]=[CH:19][C:20]([C:21]([NH:51][C:52]4[CH:57]=[CH:56][C:55]([CH3:58])=[CH:54][CH:53]=4)=[O:22])=[CH:24][CH:25]=3)[C:12]([CH3:26])=[N:11]2)[CH:5]=[CH:6][C:7]=1[C:8]#[N:9]. (3) Given the reactants [C:1]([CH2:3][NH:4][C:5]([CH:7]([NH:12]C(=O)OC(C)(C)C)[CH2:8][CH:9]([CH3:11])[CH3:10])=[O:6])#[N:2].[C:20]1([CH3:30])[CH:25]=[CH:24][C:23]([S:26]([OH:29])(=[O:28])=[O:27])=[CH:22][CH:21]=1, predict the reaction product. The product is: [C:20]1([CH3:30])[CH:21]=[CH:22][C:23]([S:26]([OH:29])(=[O:27])=[O:28])=[CH:24][CH:25]=1.[NH2:12][CH:7]([CH2:8][CH:9]([CH3:11])[CH3:10])[C:5]([NH:4][CH2:3][C:1]#[N:2])=[O:6].